From a dataset of Serine/threonine kinase 33 screen with 319,792 compounds. Binary Classification. Given a drug SMILES string, predict its activity (active/inactive) in a high-throughput screening assay against a specified biological target. (1) The molecule is FC(F)(F)c1cc(NC(=O)CN(Cc2c(OC)c(OC)ccc2)C)ccc1. The result is 0 (inactive). (2) The compound is Clc1c(Cn2c3c(n(c2=N)CC(=O)c2ccc([N+]([O-])=O)cc2)cccc3)cccc1. The result is 0 (inactive). (3) The drug is Fc1c(C(=O)N2CCCC2)ccc(c1F)C. The result is 0 (inactive). (4) The compound is ClC1=C(N2CCC(CC2)C(O)=O)C(=O)c2c(C1=O)cccc2. The result is 0 (inactive). (5) The result is 0 (inactive). The compound is O=C(c1n2c(cc1C)cccc2)c1ccncc1. (6) The molecule is Clc1c(=O)n(ncc1Cl)CC(=O)Nc1cc(S(=O)(=O)N2CCCCC2)ccc1C. The result is 0 (inactive). (7) The molecule is O=C(Nc1ncccc1)C\C(=N\NC(=O)c1cc(ccc1)C)C. The result is 0 (inactive).